This data is from Experimentally validated miRNA-target interactions with 360,000+ pairs, plus equal number of negative samples. The task is: Binary Classification. Given a miRNA mature sequence and a target amino acid sequence, predict their likelihood of interaction. (1) The protein sequence of the target gene is MLCWGYWSLGQPGISTNLQGIVAEPQVCGFISDRSVKEVACGGNHSVFLLEDGEVYTCGLNTKGQLGHEREGNKPEQIGALADQHIIHVACGESHSLALSDRGQLFSWGAGSDGQLGLMTTEDSVAVPRLIQKLNQQTILQVSCGNWHCLALAADGQFFTWGKNSHGQLGLGKEFPSQASPQRVRSLEGIPLAQVAAGGAHSFALSLSGAVFGWGMNNAGQLGLSDEKDRESPCHVKLLRTQKVVYISCGEEHTAVLTKSGGVFTFGAGSCGQLGHDSMNDEVNPRRVLELMGSEVTQIA.... The miRNA is hsa-miR-505-5p with sequence GGGAGCCAGGAAGUAUUGAUGU. Result: 0 (no interaction). (2) The miRNA is hsa-miR-4252 with sequence GGCCACUGAGUCAGCACCA. The protein sequence of the target gene is MSAPVGPRGRLAPIPAASQPPLQPEMPDLSHLTEEERKIILAVMDRQKKKVKEEHKPQLTQWFPFSGITELVNNVLQPQQKQQNEKEPQTKLHQQFEMYKEQVKKMGEESQQQQEQKGDAPTCGICHKTKFADGCGHNCSYCQTKFCARCGGRVSLRSNKVMWVCNLCRKQQEILTKSGAWFYNSGSNTPQQPDQKVLRGLRNEEAPQEKKPKLHEQTQFQGPSGDLSVPAVEKSRSHGLTRQHSIKNGSGVKHHIASDIASDRKRSPSVSRDQNRRYDQREEREEYSQYATSDTAMPRS.... Result: 0 (no interaction).